Dataset: Full USPTO retrosynthesis dataset with 1.9M reactions from patents (1976-2016). Task: Predict the reactants needed to synthesize the given product. (1) Given the product [C:1]([O:5][C:6](=[O:20])[NH:7][CH2:8][C:9]1[CH:14]=[CH:13][CH:12]=[CH:11][C:10]=1[C:15]1[N:19]([CH3:21])[N:18]=[N:17][N:16]=1)([CH3:4])([CH3:2])[CH3:3], predict the reactants needed to synthesize it. The reactants are: [C:1]([O:5][C:6](=[O:20])[NH:7][CH2:8][C:9]1[CH:14]=[CH:13][CH:12]=[CH:11][C:10]=1[C:15]1[NH:19][N:18]=[N:17][N:16]=1)([CH3:4])([CH3:3])[CH3:2].[C:21](=O)([O-])[O-].[K+].[K+].IC.O. (2) Given the product [C:1]([O:5][C:6](=[O:21])[NH:7][CH2:8][C:9]1([C:15]2[CH:16]=[CH:17][CH:18]=[CH:19][CH:20]=2)[CH2:14][CH2:13][N:12]([C:22](=[O:24])[CH3:23])[CH2:11][CH2:10]1)([CH3:4])([CH3:2])[CH3:3], predict the reactants needed to synthesize it. The reactants are: [C:1]([O:5][C:6](=[O:21])[NH:7][CH2:8][C:9]1([C:15]2[CH:20]=[CH:19][CH:18]=[CH:17][CH:16]=2)[CH2:14][CH2:13][NH:12][CH2:11][CH2:10]1)([CH3:4])([CH3:3])[CH3:2].[C:22](OC(=O)C)(=[O:24])[CH3:23].C(N(CC)CC)C.